The task is: Regression/Classification. Given a drug SMILES string, predict its absorption, distribution, metabolism, or excretion properties. Task type varies by dataset: regression for continuous measurements (e.g., permeability, clearance, half-life) or binary classification for categorical outcomes (e.g., BBB penetration, CYP inhibition). For this dataset (solubility_aqsoldb), we predict Y.. This data is from Aqueous solubility values for 9,982 compounds from the AqSolDB database. The molecule is C#CCOc1cc(-n2nc(C(C)(C)C)oc2=O)c(Cl)cc1Cl. The Y is -5.96 log mol/L.